Predict the reactants needed to synthesize the given product. From a dataset of Full USPTO retrosynthesis dataset with 1.9M reactions from patents (1976-2016). (1) Given the product [C:10]([OH:22])(=[O:11])/[CH:9]=[CH:19]/[C:29]([OH:31])=[O:32].[CH3:18][C:15]1[S:14][C:13]([NH:12][C:10](=[O:11])[C:9]2[CH:19]=[CH:20][CH:21]=[C:7]([C@@H:5]3[CH2:6][C@H:4]3[NH:3][CH:25]3[CH2:26][CH2:27][O:22][CH2:23][CH2:24]3)[CH:8]=2)=[N:17][N:16]=1, predict the reactants needed to synthesize it. The reactants are: Cl.Cl.[NH2:3][C@@H:4]1[CH2:6][C@H:5]1[C:7]1[CH:8]=[C:9]([CH:19]=[CH:20][CH:21]=1)[C:10]([NH:12][C:13]1[S:14][C:15]([CH3:18])=[N:16][N:17]=1)=[O:11].[O:22]1[CH2:27][CH2:26][C:25](=O)[CH2:24][CH2:23]1.[C:29](=[O:32])([O-:31])O.[Na+]. (2) Given the product [F:28][C:26]1[CH:25]=[C:24]([F:29])[CH:23]=[C:22]2[C:27]=1[CH:18]([O:1][C:2]1[C:10]3[N:9]=[C:8]([CH3:11])[N:7]([CH3:12])[C:6]=3[CH:5]=[C:4]([C:13]([O:15][CH3:16])=[O:14])[CH:3]=1)[CH2:19][CH2:20][O:21]2, predict the reactants needed to synthesize it. The reactants are: [OH:1][C:2]1[C:10]2[N:9]=[C:8]([CH3:11])[N:7]([CH3:12])[C:6]=2[CH:5]=[C:4]([C:13]([O:15][CH3:16])=[O:14])[CH:3]=1.Cl[CH:18]1[C:27]2[C:22](=[CH:23][C:24]([F:29])=[CH:25][C:26]=2[F:28])[O:21][CH2:20][CH2:19]1. (3) Given the product [CH:1]1([CH2:4][CH:5]([O:9][CH2:10]/[CH:11]=[N:19]/[OH:20])[CH2:6][CH:7]=[CH2:8])[CH2:3][CH2:2]1, predict the reactants needed to synthesize it. The reactants are: [CH:1]1([CH2:4][CH:5]([O:9][CH2:10][CH:11]=O)[CH2:6][CH:7]=[CH2:8])[CH2:3][CH2:2]1.C([O-])(=O)C.[Na+].Cl.[NH2:19][OH:20]. (4) Given the product [C:1]([O:5][C:6]([NH:8][CH2:9][C:10]1[CH:11]=[C:12]([CH:13]=[CH:14][CH:15]=1)[CH2:16][C:17]1([C:22]([O:24][CH3:25])=[O:23])[CH2:21][CH2:20][CH2:19][O:18]1)=[O:7])([CH3:4])([CH3:2])[CH3:3], predict the reactants needed to synthesize it. The reactants are: [C:1]([O:5][C:6]([NH:8][CH2:9][C:10]1[CH:11]=[C:12]([CH:16](OC(SC)=S)[C:17]2([C:22]([O:24][CH3:25])=[O:23])[CH2:21][CH2:20][CH2:19][O:18]2)[CH:13]=[CH:14][CH:15]=1)=[O:7])([CH3:4])([CH3:3])[CH3:2].C([Sn](Cl)(CCCC)CCCC)CCC.[F-].[K+]. (5) Given the product [Cl:1][C:2]1[N:3]=[CH:4][C:5]([I:12])=[C:6]2[C:10]([CH3:11])=[CH:9][N:8]([CH3:16])[C:7]=12, predict the reactants needed to synthesize it. The reactants are: [Cl:1][C:2]1[N:3]=[CH:4][C:5]([I:12])=[C:6]2[C:10]([CH3:11])=[CH:9][NH:8][C:7]=12.[H-].[Na+].O1CCC[CH2:16]1. (6) The reactants are: [CH2:1]([O:3][C:4]([C@H:6]1[CH2:8][C@@H:7]1[C:9]1[CH:14]=[CH:13][C:12]([O:15][C@H:16]2[C:24]3[C:19](=[C:20](B4OC(C)(C)C(C)(C)O4)[CH:21]=[CH:22][C:23]=3[F:25])[CH2:18][CH2:17]2)=[CH:11][CH:10]=1)=[O:5])[CH3:2].[OH:35]O. Given the product [CH2:1]([O:3][C:4]([C@H:6]1[CH2:8][C@@H:7]1[C:9]1[CH:10]=[CH:11][C:12]([O:15][C@H:16]2[C:24]3[C:19](=[C:20]([OH:35])[CH:21]=[CH:22][C:23]=3[F:25])[CH2:18][CH2:17]2)=[CH:13][CH:14]=1)=[O:5])[CH3:2], predict the reactants needed to synthesize it. (7) The reactants are: Br[C:2]1[CH:3]=[C:4]([NH:8][CH:9]([C:13]2[CH:18]=[CH:17][CH:16]=[CH:15][CH:14]=2)[C:10]([NH2:12])=[O:11])[CH:5]=[N:6][CH:7]=1.C([O-])([O-])=O.[K+].[K+].[Cl:25][C:26]1[CH:27]=[CH:28][C:29]([F:35])=[C:30](B(O)O)[CH:31]=1. Given the product [Cl:25][C:26]1[CH:31]=[CH:30][C:29]([F:35])=[C:28]([C:2]2[CH:3]=[C:4]([NH:8][CH:9]([C:13]3[CH:18]=[CH:17][CH:16]=[CH:15][CH:14]=3)[C:10]([NH2:12])=[O:11])[CH:5]=[N:6][CH:7]=2)[CH:27]=1, predict the reactants needed to synthesize it.